Task: Predict the reactants needed to synthesize the given product.. Dataset: Full USPTO retrosynthesis dataset with 1.9M reactions from patents (1976-2016) (1) Given the product [CH3:24][O:25][C:26]1[CH:34]=[CH:33][CH:32]=[C:31]([O:35][CH3:36])[C:27]=1[C:28]([NH:1][C@H:2]1[CH2:6][CH2:5][CH2:4][C@@H:3]1[NH:7][CH3:8])=[O:29], predict the reactants needed to synthesize it. The reactants are: [NH2:1][C@H:2]1[CH2:6][CH2:5][CH2:4][C@@H:3]1[NH:7][C:8](=O)OC(C)(C)C.CCN(C(C)C)C(C)C.[CH3:24][O:25][C:26]1[CH:34]=[CH:33][CH:32]=[C:31]([O:35][CH3:36])[C:27]=1[C:28](Cl)=[O:29].[H-].[Al+3].[Li+].[H-].[H-].[H-].C1COCC1. (2) The reactants are: [Br:1][C:2]1[CH:3]=[C:4]([CH2:8][C:9]([OH:11])=[O:10])[CH:5]=[CH:6][CH:7]=1.[CH3:12]O. Given the product [Br:1][C:2]1[CH:3]=[C:4]([CH2:8][C:9]([O:11][CH3:12])=[O:10])[CH:5]=[CH:6][CH:7]=1, predict the reactants needed to synthesize it. (3) Given the product [CH2:20]([O:22][CH2:23][O:9][C:8](=[O:10])[CH:7]=[CH:6][C:5]1[CH:4]=[CH:3][C:2]([OH:1])=[CH:12][CH:11]=1)[CH3:21], predict the reactants needed to synthesize it. The reactants are: [OH:1][C:2]1[CH:12]=[CH:11][C:5]([CH:6]=[CH:7][C:8]([OH:10])=[O:9])=[CH:4][CH:3]=1.C(N(CC)CC)C.[CH2:20]([O:22][CH2:23]Cl)[CH3:21]. (4) Given the product [C:15]([O:14][C@H:13]1[C@H:12]([O:18][C:19](=[O:21])[CH3:20])[C@H:11]([O:22][C:23](=[O:25])[CH3:24])[C@@H:10]([C:26]2[CH:27]=[C:28]([C:42]3[CH:41]=[CH:40][C:39]([C:37]4[O:38][C:34]([CH3:33])=[N:35][N:36]=4)=[CH:44][CH:43]=3)[CH:29]=[CH:30][CH:31]=2)[O:9][C@@H:8]1[CH2:7][O:6][C:3](=[O:5])[CH3:4])(=[O:17])[CH3:16], predict the reactants needed to synthesize it. The reactants are: N#N.[C:3]([O:6][CH2:7][C@@H:8]1[C@@H:13]([O:14][C:15](=[O:17])[CH3:16])[C@H:12]([O:18][C:19](=[O:21])[CH3:20])[C@H:11]([O:22][C:23](=[O:25])[CH3:24])[C@@H:10]([C:26]2[CH:31]=[CH:30][CH:29]=[C:28](Br)[CH:27]=2)[O:9]1)(=[O:5])[CH3:4].[CH3:33][C:34]1[O:38][C:37]([C:39]2[CH:44]=[CH:43][C:42](B(O)O)=[CH:41][CH:40]=2)=[N:36][N:35]=1.C(=O)(O)[O-].[Na+]. (5) Given the product [Cl:26][C:27]1[CH:28]=[C:29]([CH:30]=[CH:31][CH:32]=1)[C:33]([NH:35][C:36]([NH:20][C:19]1[CH:21]=[CH:22][C:16]([O:15][C:6]2[C:5]3[C:10](=[CH:11][C:12]([O:13][CH3:14])=[C:3]([O:2][CH3:1])[CH:4]=3)[N:9]=[CH:8][CH:7]=2)=[CH:17][CH:18]=1)=[S:37])=[O:34], predict the reactants needed to synthesize it. The reactants are: [CH3:1][O:2][C:3]1[CH:4]=[C:5]2[C:10](=[CH:11][C:12]=1[O:13][CH3:14])[N:9]=[CH:8][CH:7]=[C:6]2[O:15][C:16]1[CH:22]=[CH:21][C:19]([NH2:20])=[CH:18][CH:17]=1.C(O)C.[Cl:26][C:27]1[CH:28]=[C:29]([C:33]([N:35]=[C:36]=[S:37])=[O:34])[CH:30]=[CH:31][CH:32]=1. (6) The reactants are: [CH3:1][O:2][C:3]1[CH:29]=[C:28]([O:30][CH3:31])[CH:27]=[CH:26][C:4]=1[CH2:5][N:6]1[C:9](=[O:10])[C@@H:8]([NH:11][C:12](=[O:21])[O:13][CH2:14][C:15]2[CH:20]=[CH:19][CH:18]=[CH:17][CH:16]=2)[C@H:7]1/[CH:22]=[CH:23]/[O:24]C.[H-].[Na+].[CH3:34][O:35][C:36]1[CH:43]=[CH:42][C:39]([CH2:40]Cl)=[CH:38][CH:37]=1. Given the product [CH3:1][O:2][C:3]1[CH:29]=[C:28]([O:30][CH3:31])[CH:27]=[CH:26][C:4]=1[CH2:5][N:6]1[C@H:7]([CH2:22][CH:23]=[O:24])[C@H:8]([N:11]([CH2:40][C:39]2[CH:42]=[CH:43][C:36]([O:35][CH3:34])=[CH:37][CH:38]=2)[C:12](=[O:21])[O:13][CH2:14][C:15]2[CH:20]=[CH:19][CH:18]=[CH:17][CH:16]=2)[C:9]1=[O:10], predict the reactants needed to synthesize it.